This data is from Catalyst prediction with 721,799 reactions and 888 catalyst types from USPTO. The task is: Predict which catalyst facilitates the given reaction. (1) Reactant: [F:1][C:2]1[CH:3]=[CH:4][C:5](B2OC(C)(C)C(C)(C)O2)=[C:6]2[C:10]=1[C@H:9]([O:11][C:12]1[CH:25]=[CH:24][C:15]3[C@H:16]([CH2:19][C:20]([O:22][CH3:23])=[O:21])[CH2:17][O:18][C:14]=3[CH:13]=1)[CH2:8][CH2:7]2.[O:35]=[S:36]1(=[O:54])[CH2:41][CH2:40][C:39]([CH2:43][O:44][C:45]2[CH:50]=[C:49]([CH3:51])[C:48](Br)=[C:47]([CH3:53])[CH:46]=2)([OH:42])[CH2:38][CH2:37]1.[O-]P([O-])([O-])=O.[K+].[K+].[K+].C1(P(C2CCCCC2)C2C=CC=CC=2C2C(OC)=CC=CC=2OC)CCCCC1. Product: [F:1][C:2]1[CH:3]=[CH:4][C:5]([C:48]2[C:49]([CH3:51])=[CH:50][C:45]([O:44][CH2:43][C:39]3([OH:42])[CH2:40][CH2:41][S:36](=[O:35])(=[O:54])[CH2:37][CH2:38]3)=[CH:46][C:47]=2[CH3:53])=[C:6]2[C:10]=1[C@H:9]([O:11][C:12]1[CH:25]=[CH:24][C:15]3[C@H:16]([CH2:19][C:20]([O:22][CH3:23])=[O:21])[CH2:17][O:18][C:14]=3[CH:13]=1)[CH2:8][CH2:7]2. The catalyst class is: 35. (2) Reactant: [NH2:1][C:2]1[CH:7]=[CH:6][C:5]([Cl:8])=[CH:4][C:3]=1[C:9]([C:11]1[CH:16]=[CH:15][CH:14]=[C:13]([C:17]([F:20])([F:19])[F:18])[C:12]=1[O:21][CH3:22])=[O:10].[BH4-].[Na+]. Product: [NH2:1][C:2]1[CH:7]=[CH:6][C:5]([Cl:8])=[CH:4][C:3]=1[CH:9]([C:11]1[CH:16]=[CH:15][CH:14]=[C:13]([C:17]([F:18])([F:19])[F:20])[C:12]=1[O:21][CH3:22])[OH:10]. The catalyst class is: 5. (3) Reactant: [N:1]12[CH2:8][CH2:7][CH:4]([CH2:5][CH2:6]1)[CH:3]([O:9][C:10](=[O:23])[NH:11][C:12]([C:15]1[CH:20]=[CH:19][C:18]([F:21])=[C:17](Br)[CH:16]=1)([CH3:14])[CH3:13])[CH2:2]2.[N:24]1[CH:29]=[C:28](B(O)O)[CH:27]=[N:26][CH:25]=1. The catalyst class is: 110. Product: [N:1]12[CH2:8][CH2:7][CH:4]([CH2:5][CH2:6]1)[CH:3]([O:9][C:10](=[O:23])[NH:11][C:12]([C:15]1[CH:20]=[CH:19][C:18]([F:21])=[C:17]([C:28]3[CH:29]=[N:24][CH:25]=[N:26][CH:27]=3)[CH:16]=1)([CH3:14])[CH3:13])[CH2:2]2. (4) Reactant: [CH3:1][C:2]1([CH3:25])[S:8][C:7]2[CH:9]=[CH:10][CH:11]=[CH:12][C:6]=2[NH:5][C:4](=[O:13])[C@H:3]1[NH:14]C(=O)OCC1C=CC=CC=1.Br.CC(O)=O. Product: [NH2:14][C@H:3]1[C:2]([CH3:1])([CH3:25])[S:8][C:7]2[CH:9]=[CH:10][CH:11]=[CH:12][C:6]=2[NH:5][C:4]1=[O:13]. The catalyst class is: 28.